From a dataset of Forward reaction prediction with 1.9M reactions from USPTO patents (1976-2016). Predict the product of the given reaction. Given the reactants O1C=CN=C1Cl.[CH2:7]([O:14][C:15]1[CH:23]=[CH:22][C:18]([C:19]([OH:21])=O)=[CH:17][CH:16]=1)[C:8]1[CH:13]=[CH:12][CH:11]=[CH:10][CH:9]=1.Cl.[CH3:25][O:26][C:27](=[O:30])[CH2:28][NH2:29].C(N(C(C)C)C(C)C)C, predict the reaction product. The product is: [CH3:25][O:26][C:27](=[O:30])[CH2:28][NH:29][C:19](=[O:21])[C:18]1[CH:17]=[CH:16][C:15]([O:14][CH2:7][C:8]2[CH:9]=[CH:10][CH:11]=[CH:12][CH:13]=2)=[CH:23][CH:22]=1.